Dataset: Reaction yield outcomes from USPTO patents with 853,638 reactions. Task: Predict the reaction yield, written as a fraction of the theoretical maximum amount of product (1.0 means a 100% yield; for example, 0.34 means a 34% yield). (1) The reactants are [CH2:1]([O:3][C:4]([C:6]1[NH:7][CH:8]=[C:9]([Br:12])[C:10]=1[NH2:11])=[O:5])[CH3:2].[CH:13](=O)[CH:14]([CH3:16])[CH3:15].[BH3-]C#N.[Na+].CC(O)=O.[OH-].[Na+]. The catalyst is C(Cl)Cl.CO. The product is [CH2:1]([O:3][C:4]([C:6]1[NH:7][CH:8]=[C:9]([Br:12])[C:10]=1[NH:11][CH2:13][CH:14]([CH3:16])[CH3:15])=[O:5])[CH3:2]. The yield is 0.240. (2) The product is [Br:13][C:10]1[CH:11]=[CH:12][C:7]([N:5]([CH3:6])[CH2:4][CH2:3][OH:2])=[CH:8][C:9]=1[C:14]([F:15])([F:16])[F:17]. The reactants are C[O:2][C:3](=O)[CH2:4][N:5]([C:7]1[CH:12]=[CH:11][C:10]([Br:13])=[C:9]([C:14]([F:17])([F:16])[F:15])[CH:8]=1)[CH3:6].[H-].[Al+3].[Li+].[H-].[H-].[H-].Cl. The yield is 0.820. The catalyst is C1COCC1. (3) The reactants are CO[CH:3]1[O:8][CH2:7][CH:6]([CH2:9][O:10][C:11]2[CH:16]=[CH:15][N:14]=[C:13]([CH2:17][S:18]([C:20]3[NH:24][C:23]4[CH:25]=[CH:26][CH:27]=[CH:28][C:22]=4[N:21]=3)=[O:19])[C:12]=2[CH3:29])[CH2:5][O:4]1.[Na:30].COC1OCC(CO[C:41]2[CH:46]=[CH:45]N=[C:43](CS(C3NC4C=CC=CC=4N=3)=O)[C:42]=2C)CO1.O1C2(CCCCC2)OCC(CO)C1. No catalyst specified. The product is [Na:30].[O:8]1[C:3]2([CH2:45][CH2:46][CH2:41][CH2:42][CH2:43]2)[O:4][CH2:5][CH:6]([CH2:9][O:10][C:11]2[CH:16]=[CH:15][N:14]=[C:13]([CH2:17][S:18]([C:20]3[NH:24][C:23]4[CH:25]=[CH:26][CH:27]=[CH:28][C:22]=4[N:21]=3)=[O:19])[C:12]=2[CH3:29])[CH2:7]1. The yield is 0.0840.